Predict the reactants needed to synthesize the given product. From a dataset of Full USPTO retrosynthesis dataset with 1.9M reactions from patents (1976-2016). Given the product [Cl:26][C:23]1[CH:24]=[CH:25][C:20]([NH:1][C@H:2]2[C:11]3[C:6](=[CH:7][CH:8]=[CH:9][CH:10]=3)[N:5]([C:12](=[O:14])[CH3:13])[C@@H:4]([CH:15]3[CH2:17][CH2:16]3)[C@@H:3]2[CH3:18])=[N:21][CH:22]=1, predict the reactants needed to synthesize it. The reactants are: [NH2:1][C@H:2]1[C:11]2[C:6](=[CH:7][CH:8]=[CH:9][CH:10]=2)[N:5]([C:12](=[O:14])[CH3:13])[C@@H:4]([CH:15]2[CH2:17][CH2:16]2)[C@@H:3]1[CH3:18].Br[C:20]1[CH:25]=[CH:24][C:23]([Cl:26])=[CH:22][N:21]=1.CN(C1C(C2C(P(C3CCCCC3)C3CCCCC3)=CC=CC=2)=CC=CC=1)C.CC(C)([O-])C.[Na+].